Dataset: Catalyst prediction with 721,799 reactions and 888 catalyst types from USPTO. Task: Predict which catalyst facilitates the given reaction. (1) Reactant: [N+:1]([C:4]1[CH:5]=[C:6]([C:10]2[CH:15]=[C:14]([C:16]3[CH:21]=[CH:20][CH:19]=[C:18]([N+:22]([O-])=O)[CH:17]=3)[N:13]=[C:12]([C:25]3[CH:30]=[CH:29][CH:28]=[CH:27][CH:26]=3)[N:11]=2)[CH:7]=[CH:8][CH:9]=1)([O-])=O. Product: [NH2:1][C:4]1[CH:5]=[C:6]([C:10]2[N:11]=[C:12]([C:25]3[CH:26]=[CH:27][CH:28]=[CH:29][CH:30]=3)[N:13]=[C:14]([C:16]3[CH:17]=[C:18]([CH:19]=[CH:20][CH:21]=3)[NH2:22])[CH:15]=2)[CH:7]=[CH:8][CH:9]=1. The catalyst class is: 285. (2) Reactant: [OH-].[Li+].[CH:3]1([C:8]2[N:13]=[CH:12][C:11]([NH:14][C:15]3[N:25]=[CH:24][C:23]([F:26])=[CH:22][C:16]=3[C:17]([O:19]CC)=[O:18])=[CH:10][CH:9]=2)[CH2:7][CH2:6][CH2:5][CH2:4]1. Product: [CH:3]1([C:8]2[N:13]=[CH:12][C:11]([NH:14][C:15]3[N:25]=[CH:24][C:23]([F:26])=[CH:22][C:16]=3[C:17]([OH:19])=[O:18])=[CH:10][CH:9]=2)[CH2:4][CH2:5][CH2:6][CH2:7]1. The catalyst class is: 20.